From a dataset of Forward reaction prediction with 1.9M reactions from USPTO patents (1976-2016). Predict the product of the given reaction. Given the reactants Cl[C:2]1[C:3]2[CH:13]=[CH:12][C:11](=[O:14])[N:10]([C:15]3[C:20]([F:21])=[CH:19][CH:18]=[CH:17][C:16]=3[F:22])[C:4]=2[N:5]=[C:6]([S:8][CH3:9])[N:7]=1.[CH3:23][C:24]1[CH:32]=[CH:31][C:27]([C:28]([OH:30])=[O:29])=[CH:26][C:25]=1B1OC(C)(C)C(C)(C)O1, predict the reaction product. The product is: [F:22][C:16]1[CH:17]=[CH:18][CH:19]=[C:20]([F:21])[C:15]=1[N:10]1[C:4]2[N:5]=[C:6]([S:8][CH3:9])[N:7]=[C:2]([C:25]3[CH:26]=[C:27]([CH:31]=[CH:32][C:24]=3[CH3:23])[C:28]([OH:30])=[O:29])[C:3]=2[CH:13]=[CH:12][C:11]1=[O:14].